This data is from Antibody developability classification from SAbDab with 2,409 antibodies. The task is: Regression/Classification. Given an antibody's heavy chain and light chain sequences, predict its developability. TAP uses regression for 5 developability metrics; SAbDab uses binary classification. (1) The antibody is ['EVKLVESGGGLVKPGGSLKLSCAASGFSFRNYGMSWVRQTPEKRLEWVASISYGGLIYYPDSIKGRFTISRDIAQNILYLQMSSLRSEDTAMYHCIRGDSFLVWFTFWGQGTLVTVSA', 'DVLMTQTPLSLPVSLGDQVSIFCTSSQTIVHTNGNTYLEWYLQKPGQSPKLLIYKVSNRFSGVPDRFSGSGSGTDFTLKISRVETEDLGIYYCFQGSHFPLAFGAGTKLELK']. Result: 0 (not developable). (2) The antibody is ['QVTLKESGPGILKPSQTLSLTCSLSGFSLRTSGMGVGWIRQPSGKGLEWLAHIWWDDDKNYNPSLKSQLTISKDTSRNQVFLKITSVDTADTATYYCVRRAHNVVLGDWFAYWGQGTLVTVSA', 'DVLMTQTPLSLPVSLGDQASISCRSSQSIVHSNGNTYLEWYLQKPGQSPKLLIYKVSNRFSGVPDRFSGSGSGTDFTLKISRVEAEDLGVYYCFQGSHVPLTFGAGTKLEIK']. Result: 0 (not developable). (3) The antibody is ['NVNLLESGGGLVQPGGSLNLSCAASGFDFSRYWMSWARQAPGKGQEWIGEINPGSSTIKYTPSLKDKFIISRDNAKNTLYLQMSKVSSEDTALYYCARYGSYVYAMDYWGPGTSVTVSS', 'SIVMTQTPKFLLVSAGDRITITCKASQSVRNDVAWYQQKPGQSPKLLIYFASNRYTGVPDRFTGSGSGTDFTFTISTVQAEDLAVYFCQQGYTSPRTFGGGTKLEIK']. Result: 0 (not developable). (4) The antibody is ['DVKLVESGGGLVKPGGSLRLSCAASGFTFRNYGMSWVRQTPEKRLEWVAAISGNSLYTSYPDSVKGRFTISRDNAKNNLYLQMSSLRSEDTALYFCARHDDYYGKSPYFFDVWGAGTTVTASS', 'DVLMTQSPLSLPVSLGDQASISCRCSQSIVKSNGHTYLEWYLQKPGRSPKLLIYKVSNRFSGVPDRFSGSGSGTDFTLRISRVEAEDLGVYYCFQGSHIPWTFGGGTKLESK']. Result: 0 (not developable). (5) Result: 1 (developable). The antibody is ['2r2e', 'PROT_3C89CF21'].